Predict the reactants needed to synthesize the given product. From a dataset of Full USPTO retrosynthesis dataset with 1.9M reactions from patents (1976-2016). Given the product [N:30]1([CH2:37][CH2:38][O:39][C:40]2[N:41]=[CH:42][C:43]([CH2:44][N:3]([CH2:1][CH3:2])[C:4]3[CH:9]=[C:8]([O:10][CH3:11])[CH:7]=[CH:6][C:5]=3[C@@H:12]3[CH2:21][CH2:20][C:19]4[CH:18]=[C:17]([OH:22])[CH:16]=[CH:15][C:14]=4[CH2:13]3)=[CH:47][CH:48]=2)[CH2:36][CH2:35][CH2:34][CH2:33][CH2:32][CH2:31]1, predict the reactants needed to synthesize it. The reactants are: [CH2:1]([NH:3][C:4]1[CH:9]=[C:8]([O:10][CH3:11])[CH:7]=[CH:6][C:5]=1[C@@H:12]1[CH2:21][CH2:20][C:19]2[CH:18]=[C:17]([O:22]C(=O)C(C)(C)C)[CH:16]=[CH:15][C:14]=2[CH2:13]1)[CH3:2].Cl.[N:30]1([CH2:37][CH2:38][O:39][C:40]2[CH:48]=[CH:47][C:43]([C:44](O)=O)=[CH:42][N:41]=2)[CH2:36][CH2:35][CH2:34][CH2:33][CH2:32][CH2:31]1.